Dataset: Full USPTO retrosynthesis dataset with 1.9M reactions from patents (1976-2016). Task: Predict the reactants needed to synthesize the given product. (1) Given the product [CH3:21][O:20][C:18](=[O:19])[CH2:17][CH2:16][CH2:15][O:14][C:13]1[CH:12]=[C:11]([CH2:10][C:9]([OH:26])=[O:8])[CH:25]=[CH:24][CH:23]=1, predict the reactants needed to synthesize it. The reactants are: C([O:8][C:9](=[O:26])[CH2:10][C:11]1[CH:12]=[C:13]([CH:23]=[CH:24][CH:25]=1)[O:14][CH2:15][CH2:16][CH2:17][C:18]([O:20][CH2:21]C)=[O:19])C1C=CC=CC=1. (2) Given the product [Br:1][C:2]1[CH:9]=[CH:8][C:5]([CH:6]2[CH2:10][CH:17]([OH:21])[CH2:18][CH2:19][O:7]2)=[CH:4][CH:3]=1, predict the reactants needed to synthesize it. The reactants are: [Br:1][C:2]1[CH:9]=[CH:8][C:5]([CH:6]=[O:7])=[CH:4][CH:3]=1.[C:10](O)(C(F)(F)F)=O.[CH2:17]([OH:21])[CH2:18][CH:19]=C.[OH-].[Na+].[Li+].[OH-]. (3) Given the product [F:29][C:30]([F:35])([F:34])[C:31]([OH:33])=[O:32].[CH:12]1([CH2:11][CH2:10][CH2:9][C@@H:8]([C:18]2[O:19][CH:20]=[C:21]([C:23]([O:25][CH2:26][CH3:27])=[O:24])[N:22]=2)[CH2:7][C:6]([OH:28])=[O:5])[CH2:13][CH2:14][CH2:15][CH2:16][CH2:17]1, predict the reactants needed to synthesize it. The reactants are: C([O:5][C:6](=[O:28])[CH2:7][C@H:8]([C:18]1[O:19][CH:20]=[C:21]([C:23]([O:25][CH2:26][CH3:27])=[O:24])[N:22]=1)[CH2:9][CH2:10][CH2:11][CH:12]1[CH2:17][CH2:16][CH2:15][CH2:14][CH2:13]1)(C)(C)C.[F:29][C:30]([F:35])([F:34])[C:31]([OH:33])=[O:32]. (4) Given the product [Cl:16][C:17]1[CH:22]=[CH:21][CH:20]=[CH:19][C:18]=1[C@H:23]([N:27]1[CH2:32][CH2:31][C:30]2[S:33][CH:34]=[CH:35][C:29]=2[CH2:28]1)[C:24]([NH2:26])=[O:25], predict the reactants needed to synthesize it. The reactants are: [C@]12(CS(O)(=O)=O)C(C)(C)C(CC1)CC2=O.[Cl:16][C:17]1[CH:22]=[CH:21][CH:20]=[CH:19][C:18]=1[CH:23]([N:27]1[CH2:32][CH2:31][C:30]2[S:33][CH:34]=[CH:35][C:29]=2[CH2:28]1)[C:24]([NH2:26])=[O:25].C(OCC)(=O)C. (5) Given the product [CH:5]([O:4][C:2]([N:12]1[C:13]2[C:18](=[CH:17][C:16]([C:25]([F:27])([F:28])[F:26])=[CH:15][CH:14]=2)[C@H:19]([NH:21][C:22](=[O:24])[CH3:23])[CH2:20][C@@H:11]1[CH:8]1[CH2:10][CH2:9]1)=[O:3])([CH3:7])[CH3:6], predict the reactants needed to synthesize it. The reactants are: Cl[C:2]([O:4][CH:5]([CH3:7])[CH3:6])=[O:3].[CH:8]1([C@H:11]2[CH2:20][C@@H:19]([NH:21][C:22](=[O:24])[CH3:23])[C:18]3[C:13](=[CH:14][CH:15]=[C:16]([C:25]([F:28])([F:27])[F:26])[CH:17]=3)[NH:12]2)[CH2:10][CH2:9]1.N1C=CC=CC=1.Cl. (6) Given the product [C:16]([O:15][C:14]([NH:13][C@@H:9]([CH2:8][C:2]1([F:1])[CH2:3][CH2:4][CH2:5][CH2:6][CH2:7]1)[CH2:10][N:11]([CH3:12])[C:21](=[O:30])[O:23][CH2:24][CH2:25][Si:26]([CH3:27])([CH3:28])[CH3:29])=[O:20])([CH3:19])([CH3:17])[CH3:18], predict the reactants needed to synthesize it. The reactants are: [F:1][C:2]1([CH2:8][C@H:9]([NH:13][C:14](=[O:20])[O:15][C:16]([CH3:19])([CH3:18])[CH3:17])[CH2:10][NH:11][CH3:12])[CH2:7][CH2:6][CH2:5][CH2:4][CH2:3]1.[C:21]([O:30]N1C(=O)CCC1=O)([O:23][CH2:24][CH2:25][Si:26]([CH3:29])([CH3:28])[CH3:27])=O.